Dataset: Full USPTO retrosynthesis dataset with 1.9M reactions from patents (1976-2016). Task: Predict the reactants needed to synthesize the given product. (1) Given the product [CH2:37]([O:36][C:33]1[CH:34]=[N:35][C:30]([C:26]2[CH:25]=[C:24]([CH:29]=[CH:28][CH:27]=2)[CH2:23][C:18]2[C:19](=[O:22])[CH:20]=[CH:21][N:16]([C:14]3[CH:13]=[N:12][N:11]([CH2:10][CH2:9][OH:8])[CH:15]=3)[N:17]=2)=[N:31][CH:32]=1)[CH3:38], predict the reactants needed to synthesize it. The reactants are: C([O:8][CH2:9][CH2:10][N:11]1[CH:15]=[C:14]([N:16]2[CH:21]=[CH:20][C:19](=[O:22])[C:18]([CH2:23][C:24]3[CH:29]=[CH:28][CH:27]=[C:26]([C:30]4[N:35]=[CH:34][C:33]([O:36][CH2:37][CH3:38])=[CH:32][N:31]=4)[CH:25]=3)=[N:17]2)[CH:13]=[N:12]1)C1C=CC=CC=1.C([O-])=O.[NH4+]. (2) The reactants are: [N:1]1[CH:6]=[CH:5][C:4]([N:7]2[CH2:12][CH2:11][CH:10]([OH:13])[CH2:9][CH2:8]2)=[CH:3][CH:2]=1.CS(O)(=O)=O.N1C2C(=CC=CC=2)C=CC=1.[C:29](Cl)(Cl)=[O:30].C1(C)C=CC=CC=1.[CH3:40][O:41][C:42]1[CH:47]=[CH:46][C:45]([NH:48][C:49](=[O:57])[C:50]2[CH:55]=[CH:54][CH:53]=[CH:52][C:51]=2[NH2:56])=[CH:44][CH:43]=1. Given the product [CH3:40][O:41][C:42]1[CH:43]=[CH:44][C:45]([NH:48][C:49](=[O:57])[C:50]2[CH:55]=[CH:54][CH:53]=[CH:52][C:51]=2[NH:56][C:29]([O:13][CH:10]2[CH2:11][CH2:12][N:7]([C:4]3[CH:5]=[CH:6][N:1]=[CH:2][CH:3]=3)[CH2:8][CH2:9]2)=[O:30])=[CH:46][CH:47]=1, predict the reactants needed to synthesize it. (3) Given the product [CH3:20][S:21]([O:16][CH2:15][C:10]1[CH:11]=[CH:12][C:13]2[C:14]3[C:6](=[C:5]([C:17](=[O:18])[NH2:19])[CH:4]=[CH:3][C:2]=3[Br:1])[NH:7][C:8]=2[CH:9]=1)(=[O:23])=[O:22], predict the reactants needed to synthesize it. The reactants are: [Br:1][C:2]1[C:14]2[C:13]3[C:8](=[CH:9][C:10]([CH2:15][OH:16])=[CH:11][CH:12]=3)[NH:7][C:6]=2[C:5]([C:17]([NH2:19])=[O:18])=[CH:4][CH:3]=1.[CH3:20][S:21](Cl)(=[O:23])=[O:22].C([O-])(O)=O.[Na+]. (4) Given the product [Br:1][C:2]1[CH:3]=[C:4]2[C:12](=[CH:13][CH:14]=1)[NH:11][C:10]1[CH:9]([NH:15][C:23]([NH:22][C:16]3[CH:21]=[CH:20][CH:19]=[CH:18][CH:17]=3)=[O:24])[CH2:8][CH2:7][CH2:6][C:5]2=1, predict the reactants needed to synthesize it. The reactants are: [Br:1][C:2]1[CH:3]=[C:4]2[C:12](=[CH:13][CH:14]=1)[NH:11][C:10]1[CH:9]([NH2:15])[CH2:8][CH2:7][CH2:6][C:5]2=1.[C:16]1([N:22]=[C:23]=[O:24])[CH:21]=[CH:20][CH:19]=[CH:18][CH:17]=1. (5) Given the product [Cl:23][C:10]1[CH:11]=[C:12]([CH:21]=[CH:22][C:9]=1[O:8][CH2:30][CH:24]1[CH2:29][CH2:28][CH2:27][CH2:26][CH2:25]1)[CH2:13][N:14]1[CH2:18][C@@H:17]([CH3:19])[O:16][C:15]1=[O:20], predict the reactants needed to synthesize it. The reactants are: [Si]([O:8][C:9]1[CH:22]=[CH:21][C:12]([CH2:13][N:14]2[CH2:18][C@@H:17]([CH3:19])[O:16][C:15]2=[O:20])=[CH:11][C:10]=1[Cl:23])(C(C)(C)C)(C)C.[CH:24]1([CH2:30]Br)[CH2:29][CH2:28][CH2:27][CH2:26][CH2:25]1. (6) Given the product [CH2:18]([NH:25][C@H:9]1[CH2:8][CH2:7][N:6]([C:11]([O:13][C:14]([CH3:17])([CH3:16])[CH3:15])=[O:12])[CH2:5][C@H:4]1[O:3][CH2:1][CH3:2])[C:19]1[CH:24]=[CH:23][CH:22]=[CH:21][CH:20]=1, predict the reactants needed to synthesize it. The reactants are: [CH2:1]([O:3][CH:4]1[C:9](=O)[CH2:8][CH2:7][N:6]([C:11]([O:13][C:14]([CH3:17])([CH3:16])[CH3:15])=[O:12])[CH2:5]1)[CH3:2].[CH2:18]([NH2:25])[C:19]1[CH:24]=[CH:23][CH:22]=[CH:21][CH:20]=1.C(O[BH-](OC(=O)C)OC(=O)C)(=O)C.[Na+]. (7) Given the product [CH2:1]([N:3]1[C:7](=[NH:8])/[C:6](=[CH:9]\[C:10]2[CH:15]=[CH:14][C:13]([O:16][CH2:28][C:29]3[CH:34]=[CH:33][CH:32]=[CH:31][C:30]=3[C:35]([F:36])([F:37])[F:38])=[C:12]([O:17][CH3:18])[CH:11]=2)/[N:5]([CH3:19])[C:4]1=[O:20])[CH3:2], predict the reactants needed to synthesize it. The reactants are: [CH2:1]([N:3]1[C:7](=[NH:8])/[C:6](=[CH:9]\[C:10]2[CH:15]=[CH:14][C:13]([OH:16])=[C:12]([O:17][CH3:18])[CH:11]=2)/[N:5]([CH3:19])[C:4]1=[O:20])[CH3:2].C(=O)([O-])[O-].[K+].[K+].Br[CH2:28][C:29]1[CH:34]=[CH:33][CH:32]=[CH:31][C:30]=1[C:35]([F:38])([F:37])[F:36].[OH-].[Na+]. (8) The reactants are: [F:1][C:2]1[CH:3]=[C:4]([CH:22]=[C:23]([F:25])[CH:24]=1)[CH2:5][C@H:6]1[CH2:11][C@H:10]([C:12]2[O:16][NH:15][C:14](=[O:17])[CH:13]=2)[CH2:9][CH2:8][N:7]1C(OC)=O.Br. Given the product [F:25][C:23]1[CH:22]=[C:4]([CH:3]=[C:2]([F:1])[CH:24]=1)[CH2:5][C@H:6]1[CH2:11][C@H:10]([C:12]2[O:16][NH:15][C:14](=[O:17])[CH:13]=2)[CH2:9][CH2:8][NH:7]1, predict the reactants needed to synthesize it.